This data is from Reaction yield outcomes from USPTO patents with 853,638 reactions. The task is: Predict the reaction yield, written as a fraction of the theoretical maximum amount of product (1.0 means a 100% yield; for example, 0.34 means a 34% yield). The reactants are [Li]CCCC.[C:6]([O:10][C:11](=[O:21])[NH:12][C:13]1[CH:14]=[N:15][C:16]([Cl:20])=[C:17]([F:19])[CH:18]=1)([CH3:9])([CH3:8])[CH3:7].CN(C)CCN(C)C.[I:30]I.Cl. The catalyst is C(OCC)C.C1COCC1. The product is [C:6]([O:10][C:11](=[O:21])[NH:12][C:13]1[CH:14]=[N:15][C:16]([Cl:20])=[C:17]([F:19])[C:18]=1[I:30])([CH3:9])([CH3:7])[CH3:8]. The yield is 0.820.